This data is from Reaction yield outcomes from USPTO patents with 853,638 reactions. The task is: Predict the reaction yield, written as a fraction of the theoretical maximum amount of product (1.0 means a 100% yield; for example, 0.34 means a 34% yield). (1) The reactants are [Cl:1][C:2]1[CH:9]=[C:8]([C:10]2[CH:14]=[CH:13][NH:12][N:11]=2)[CH:7]=[C:6]([F:15])[C:3]=1[C:4]#[N:5].O[CH2:17][C@H:18]([NH:20]C(=O)OC(C)(C)C)[CH3:19]. No catalyst specified. The product is [NH2:20][C@H:18]([CH3:19])[CH2:17][N:12]1[CH:13]=[CH:14][C:10]([C:8]2[CH:7]=[C:6]([F:15])[C:3]([C:4]#[N:5])=[C:2]([Cl:1])[CH:9]=2)=[N:11]1. The yield is 0.705. (2) The reactants are C(OC[N:10]1[C:14]2[CH:15]=[N:16][NH:17][C:18](=[O:19])[C:13]=2[C:12]([CH2:20][C:21]2[CH:26]=[CH:25][CH:24]=[C:23]([C:27]#[N:28])[CH:22]=2)=[C:11]1[C:29]1[CH:34]=[CH:33][C:32]([O:35][CH:36]([F:38])[F:37])=[C:31]([O:39][CH:40]2[CH2:42][CH2:41]2)[CH:30]=1)C1C=CC=CC=1.C(OCN1C2C=NNC(=O)C=2C(CC2C=CC=CC=2F)=C1C1C=CC(OC(F)F)=C(OC2CC2)C=1)C1C=CC=CC=1. No catalyst specified. The product is [C:27]([C:23]1[CH:22]=[C:21]([CH:26]=[CH:25][CH:24]=1)[CH2:20][C:12]1[C:13]2[C:18](=[O:19])[NH:17][N:16]=[CH:15][C:14]=2[NH:10][C:11]=1[C:29]1[CH:34]=[CH:33][C:32]([O:35][CH:36]([F:37])[F:38])=[C:31]([O:39][CH:40]2[CH2:42][CH2:41]2)[CH:30]=1)#[N:28]. The yield is 0.200.